From a dataset of Reaction yield outcomes from USPTO patents with 853,638 reactions. Predict the reaction yield, written as a fraction of the theoretical maximum amount of product (1.0 means a 100% yield; for example, 0.34 means a 34% yield). (1) The reactants are [CH:1]1([CH:7]2[CH2:12][CH2:11][CH:10]=[CH:9][C:8]2=O)[CH2:6][CH2:5][CH2:4][CH2:3][CH2:2]1.CC[O:16]CC. No catalyst specified. The product is [CH:1]1([C@@H:7]2[CH2:12][CH2:11][CH2:10][C:9](=[O:16])[CH2:8]2)[CH2:6][CH2:5][CH2:4][CH2:3][CH2:2]1. The yield is 0.800. (2) The reactants are [C:1]([C:3]1[CH:8]=[CH:7][CH:6]=[CH:5][C:4]=1[C:9]1[CH:14]=[CH:13][C:12]([CH2:15][C:16]2[C:17](=[O:42])[N:18]([C@H:28]3[CH2:33][CH2:32][C@H:31]([O:34][CH2:35][C:36](N(OC)C)=[O:37])[CH2:30][CH2:29]3)[C:19]3[N:20]([N:25]=[CH:26][CH:27]=3)[C:21]=2[CH2:22][CH2:23][CH3:24])=[C:11]([F:43])[CH:10]=1)#[N:2].[CH3:44][Mg]Br.C(OCC)(=O)C.[Cl-].[NH4+]. The catalyst is O1CCCC1. The product is [F:43][C:11]1[CH:10]=[C:9]([C:4]2[C:3]([C:1]#[N:2])=[CH:8][CH:7]=[CH:6][CH:5]=2)[CH:14]=[CH:13][C:12]=1[CH2:15][C:16]1[C:17](=[O:42])[N:18]([C@H:28]2[CH2:29][CH2:30][C@H:31]([O:34][CH2:35][CH:36]([OH:37])[CH3:44])[CH2:32][CH2:33]2)[C:19]2[N:20]([N:25]=[CH:26][CH:27]=2)[C:21]=1[CH2:22][CH2:23][CH3:24]. The yield is 0.990. (3) The reactants are [C:1]([C:3]1[CH:15]=[C:14]2[C:6]([C:7]3[C:8](=[O:30])[C:9]4[CH:21]=[CH:20][C:19](OS(C(F)(F)F)(=O)=O)=[CH:18][C:10]=4[C:11]([CH3:17])([CH3:16])[C:12]=3[NH:13]2)=[CH:5][CH:4]=1)#[N:2].[CH2:31](O)[CH2:32]C.C([B-](F)(F)F)=C.[K+].C(N(CC)CC)C. The catalyst is O. The product is [CH3:16][C:11]1([CH3:17])[C:12]2[NH:13][C:14]3[C:6](=[CH:5][CH:4]=[C:3]([C:1]#[N:2])[CH:15]=3)[C:7]=2[C:8](=[O:30])[C:9]2[CH:21]=[CH:20][C:19]([CH:31]=[CH2:32])=[CH:18][C:10]1=2. The yield is 0.800. (4) The reactants are [Br:1][C:2]1[CH:6]=[N:5][N:4]([CH3:7])[C:3]=1[C:8]1[CH:9]=[C:10]([NH2:16])[CH:11]=[CH:12][C:13]=1[O:14][CH3:15].[F:17][C:18]1[CH:23]=[CH:22][C:21]([N:24]=[C:25]=[O:26])=[CH:20][CH:19]=1. The catalyst is C(Cl)Cl. The product is [Br:1][C:2]1[CH:6]=[N:5][N:4]([CH3:7])[C:3]=1[C:8]1[CH:9]=[C:10]([NH:16][C:25]([NH:24][C:21]2[CH:22]=[CH:23][C:18]([F:17])=[CH:19][CH:20]=2)=[O:26])[CH:11]=[CH:12][C:13]=1[O:14][CH3:15]. The yield is 0.850. (5) The reactants are [CH3:1][O:2][C:3]1[CH:8]=[CH:7][C:6]([N:9]2[CH2:14][CH2:13][N:12]([CH2:15][CH2:16][NH2:17])[CH2:11][CH2:10]2)=[CH:5][CH:4]=1.[CH2:18]([C:22]1[N:26]([C:27]2[CH:32]=[CH:31][CH:30]=[CH:29][CH:28]=2)[N:25]=[C:24]([CH:33]=O)[CH:23]=1)[CH:19]([CH3:21])[CH3:20]. No catalyst specified. The product is [CH2:18]([C:22]1[N:26]([C:27]2[CH:32]=[CH:31][CH:30]=[CH:29][CH:28]=2)[N:25]=[C:24]([CH2:33][NH:17][CH2:16][CH2:15][N:12]2[CH2:11][CH2:10][N:9]([C:6]3[CH:5]=[CH:4][C:3]([O:2][CH3:1])=[CH:8][CH:7]=3)[CH2:14][CH2:13]2)[CH:23]=1)[CH:19]([CH3:21])[CH3:20]. The yield is 0.242. (6) The reactants are [Cl:1][C:2]1[CH:7]=[CH:6][CH:5]=[C:4](F)[C:3]=1[C:9]1[C:13]([C:14](C(N)C2C=CC(C(O)=O)=CC=2)=[O:15])=[C:12]([CH3:27])[O:11][N:10]=1.[OH-:28].[Na+].CN([CH:33]=[O:34])C. The catalyst is CO. The product is [Cl:1][C:2]1[C:3]2[C:9]3[C:13](=[C:12]([CH3:27])[O:11][N:10]=3)[C:14](=[O:15])[N:10]([CH2:9][C:3]3[CH:4]=[CH:5][C:6]([C:33]([OH:34])=[O:28])=[CH:7][CH:2]=3)[C:4]=2[CH:5]=[CH:6][CH:7]=1. The yield is 0.900. (7) The reactants are [NH:1]1[CH:5]=[C:4]([C:6]2[C:7]3[CH:14]=[CH:13][N:12]([CH2:15][O:16][CH2:17][CH2:18][Si:19]([CH3:22])([CH3:21])[CH3:20])[C:8]=3[N:9]=[CH:10][N:11]=2)[CH:3]=[N:2]1.C(#N)C.[N:26]12CCCN=C1C[CH2:30][CH2:29][CH2:28][CH2:27]2. The catalyst is C(#N)C=CC. The product is [CH3:20][Si:19]([CH3:22])([CH3:21])[CH2:18][CH2:17][O:16][CH2:15][N:12]1[C:8]2[N:9]=[CH:10][N:11]=[C:6]([C:4]3[CH:5]=[N:1][N:2]([CH:29]([CH3:30])[CH2:28][C:27]#[N:26])[CH:3]=3)[C:7]=2[CH:14]=[CH:13]1. The yield is 0.975.